Dataset: CYP2C9 inhibition data for predicting drug metabolism from PubChem BioAssay. Task: Regression/Classification. Given a drug SMILES string, predict its absorption, distribution, metabolism, or excretion properties. Task type varies by dataset: regression for continuous measurements (e.g., permeability, clearance, half-life) or binary classification for categorical outcomes (e.g., BBB penetration, CYP inhibition). Dataset: cyp2c9_veith. (1) The drug is CCCNC(=O)CC(NS(=O)(=O)c1ccc(Cl)cc1)c1ccco1. The result is 1 (inhibitor). (2) The compound is COc1ccc(NC(=O)N2CCCC3(CCN(C(=O)c4cccc(F)c4)CC3)C2)cc1. The result is 0 (non-inhibitor). (3) The compound is O=C(N/N=C/c1ccncc1)c1cc([N+](=O)[O-])cc([N+](=O)[O-])c1O. The result is 1 (inhibitor). (4) The molecule is CN(C)C(=O)Oc1cc(OC(=O)N(C)C)cc([C@@H](O)CNC(C)(C)C)c1. The result is 0 (non-inhibitor). (5) The compound is O=C(O)/C=C\C(=O)N1Cc2cc3ccccc3nc2C1. The result is 0 (non-inhibitor). (6) The drug is Cc1nc(SCC(=O)Nc2c(C)n(C)n(-c3ccccc3)c2=O)nc(C)c1C. The result is 0 (non-inhibitor). (7) The drug is CC(C)c1ccc2c(c1)C(c1ccc(N3CCOCC3)cc1)=NNC(c1cccs1)=N2. The result is 1 (inhibitor). (8) The result is 0 (non-inhibitor). The compound is Cc1n[nH]c(=O)[nH]c1=O. (9) The result is 1 (inhibitor). The compound is COc1ccc2c(c1)OC1=C(C(=O)CCC1)C2C1=C(O)CCCC1=O. (10) The molecule is COc1ccc(NC(=O)CCC(=O)c2ccc(-c3ccccc3)cc2)cc1. The result is 0 (non-inhibitor).